Dataset: Catalyst prediction with 721,799 reactions and 888 catalyst types from USPTO. Task: Predict which catalyst facilitates the given reaction. The catalyst class is: 22. Reactant: [CH3:1][O:2][C:3]([C:5]1([S:11]([C:14]2[CH:19]=[CH:18][C:17]([O:20][CH2:21][C:22]#[C:23][CH3:24])=[CH:16][CH:15]=2)(=[O:13])=[O:12])[CH2:10][CH2:9][NH:8][CH2:7][CH2:6]1)=[O:4].C(N(CC)CC)C.[N:32]1([C:37](Cl)=[O:38])[CH2:36][CH2:35][CH2:34][CH2:33]1.CN(C1C=CC=CN=1)C. Product: [CH3:1][O:2][C:3]([C:5]1([S:11]([C:14]2[CH:15]=[CH:16][C:17]([O:20][CH2:21][C:22]#[C:23][CH3:24])=[CH:18][CH:19]=2)(=[O:13])=[O:12])[CH2:10][CH2:9][N:8]([C:37]([N:32]2[CH2:36][CH2:35][CH2:34][CH2:33]2)=[O:38])[CH2:7][CH2:6]1)=[O:4].